From a dataset of Forward reaction prediction with 1.9M reactions from USPTO patents (1976-2016). Predict the product of the given reaction. Given the reactants [Li+].CC([N-]C(C)C)C.[CH3:9][O:10][C:11](=[O:16])/[CH:12]=[CH:13]/[O:14][CH3:15].[CH:17]1([CH2:23]C=O)[CH2:22][CH2:21][CH2:20][CH2:19][CH2:18]1.Cl, predict the reaction product. The product is: [CH:17]1([CH2:23][CH:9]2[O:10][C:11](=[O:16])[CH:12]=[C:13]2[O:14][CH3:15])[CH2:22][CH2:21][CH2:20][CH2:19][CH2:18]1.